From a dataset of Full USPTO retrosynthesis dataset with 1.9M reactions from patents (1976-2016). Predict the reactants needed to synthesize the given product. (1) Given the product [Br:1][C:2]1[CH:3]=[C:4]2[C:11]3([C:25](=[O:28])[N:14]([CH3:15])[C:13]([S:17][CH3:31])=[N:12]3)[CH2:10][CH:9]([C:18]3[CH:19]=[CH:20][C:21]([Cl:24])=[CH:22][CH:23]=3)[O:8][C:5]2=[CH:6][CH:7]=1, predict the reactants needed to synthesize it. The reactants are: [Br:1][C:2]1[CH:3]=[C:4]2[C:11]3([C:15](=O)[NH:14][C:13](=[S:17])[NH:12]3)[CH2:10][CH:9]([C:18]3[CH:23]=[CH:22][C:21]([Cl:24])=[CH:20][CH:19]=3)[O:8][C:5]2=[CH:6][CH:7]=1.[C:25]([O-:28])([O-])=O.[K+].[K+].[CH3:31]I. (2) Given the product [OH-:31].[NH4+:1].[O:33]1[C:37]([C:38]([NH2:1])=[O:39])=[CH:36][C:35]2[CH:41]=[CH:42][CH:43]=[CH:44][C:34]1=2, predict the reactants needed to synthesize it. The reactants are: [NH2:1]C1C=CC(C2C3C(=NC=NC=3N)N(C3CCN(C4CCN(C)CC4)CC3)N=2)=CC=1[O:31]C.[O:33]1[C:37]([C:38](Cl)=[O:39])=[CH:36][C:35]2[CH:41]=[CH:42][CH:43]=[CH:44][C:34]1=2.[OH-].[Na+]. (3) Given the product [C:1]([O:5][C:6](=[O:27])[NH:7][C:8]1([C:12]2[CH:13]=[CH:14][C:15]([C:18](=[O:26])[C:19]([C:20]3[CH:25]=[CH:24][CH:23]=[CH:22][CH:21]=3)=[CH:28][N:29]([CH3:31])[CH3:30])=[CH:16][CH:17]=2)[CH2:11][CH2:10][CH2:9]1)([CH3:4])([CH3:2])[CH3:3], predict the reactants needed to synthesize it. The reactants are: [C:1]([O:5][C:6](=[O:27])[NH:7][C:8]1([C:12]2[CH:17]=[CH:16][C:15]([C:18](=[O:26])[CH2:19][C:20]3[CH:25]=[CH:24][CH:23]=[CH:22][CH:21]=3)=[CH:14][CH:13]=2)[CH2:11][CH2:10][CH2:9]1)([CH3:4])([CH3:3])[CH3:2].[CH3:28][N:29]([CH:31](OC)OC)[CH3:30]. (4) Given the product [Cl:1][C:2]1[CH:31]=[CH:30][C:5]([C:6]([NH:8][C:9]2[CH:10]=[CH:11][C:12]([NH:15][CH2:23][CH2:24][N:25]3[CH:29]=[CH:28][CH:27]=[N:26]3)=[CH:13][CH:14]=2)=[O:7])=[C:4]([N:32]([CH3:34])[CH3:33])[CH:3]=1, predict the reactants needed to synthesize it. The reactants are: [Cl:1][C:2]1[CH:31]=[CH:30][C:5]([C:6]([NH:8][C:9]2[CH:14]=[CH:13][C:12]([N:15]([CH2:23][CH2:24][N:25]3[CH:29]=[CH:28][CH:27]=[N:26]3)C(=O)OC(C)(C)C)=[CH:11][CH:10]=2)=[O:7])=[C:4]([N:32]([CH3:34])[CH3:33])[CH:3]=1.FC(F)(F)C(O)=O. (5) Given the product [Cl:1][C:2]1[C:9]([CH3:10])=[C:8]([NH:12][C@H:13]([C@@H:14]([OH:15])[CH3:16])[C:17]([OH:19])=[O:18])[CH:7]=[CH:6][C:3]=1[C:4]#[N:5], predict the reactants needed to synthesize it. The reactants are: [Cl:1][C:2]1[C:9]([CH3:10])=[C:8](F)[CH:7]=[CH:6][C:3]=1[C:4]#[N:5].[NH2:12][C@@H:13]([C:17]([OH:19])=[O:18])[C@H:14]([CH3:16])[OH:15].C([O-])([O-])=O.[K+].[K+].C(O)(=O)CC(CC(O)=O)(C(O)=O)O.